Dataset: Reaction yield outcomes from USPTO patents with 853,638 reactions. Task: Predict the reaction yield, written as a fraction of the theoretical maximum amount of product (1.0 means a 100% yield; for example, 0.34 means a 34% yield). The reactants are [NH2:1][C:2]1[CH:17]=[CH:16][C:15]([F:18])=[CH:14][C:3]=1[C:4]([NH:6][C:7]1[CH:12]=[CH:11][CH:10]=[CH:9][C:8]=1[Cl:13])=[O:5].[Cl:19][CH2:20][C:21](Cl)=O. The catalyst is C(O)(=O)C. The product is [Cl:19][CH2:20][C:21]1[N:6]([C:7]2[CH:12]=[CH:11][CH:10]=[CH:9][C:8]=2[Cl:13])[C:4](=[O:5])[C:3]2[C:2](=[CH:17][CH:16]=[C:15]([F:18])[CH:14]=2)[N:1]=1. The yield is 0.120.